Dataset: Catalyst prediction with 721,799 reactions and 888 catalyst types from USPTO. Task: Predict which catalyst facilitates the given reaction. (1) Reactant: [F:1][C:2]1[CH:9]=[C:8]([CH2:10][OH:11])[C:7]([F:12])=[CH:6][C:3]=1[C:4]#[N:5].[CH3:13][S:14](Cl)(=[O:16])=[O:15].C(N(CC)CC)C. Product: [CH3:13][S:14]([O:11][CH2:10][C:8]1[CH:9]=[C:2]([F:1])[C:3]([C:4]#[N:5])=[CH:6][C:7]=1[F:12])(=[O:16])=[O:15]. The catalyst class is: 2. (2) Reactant: FC(F)(F)C([NH:5][CH2:6][CH2:7][CH:8]([OH:24])[C:9]1[CH:14]=[CH:13][CH:12]=[C:11]([C:15]#[C:16][CH:17]2[CH2:22][CH2:21][CH2:20][CH2:19][CH:18]2[OH:23])[CH:10]=1)=O.N.CO. Product: [NH2:5][CH2:6][CH2:7][CH:8]([C:9]1[CH:10]=[C:11]([C:15]#[C:16][CH:17]2[CH2:22][CH2:21][CH2:20][CH2:19][CH:18]2[OH:23])[CH:12]=[CH:13][CH:14]=1)[OH:24]. The catalyst class is: 4. (3) Reactant: C[O:2][C:3]1[C:10]([O:11]C)=[C:9]([F:13])[CH:8]=[CH:7][C:4]=1[CH:5]=[O:6].B(Br)(Br)Br. Product: [F:13][C:9]1[CH:8]=[CH:7][C:4]([CH:5]=[O:6])=[C:3]([OH:2])[C:10]=1[OH:11]. The catalyst class is: 4. (4) Reactant: [NH3:1].[Cl:2][C:3]1[CH:8]=[CH:7][C:6]([C:9](=O)[CH3:10])=[CH:5][CH:4]=1. Product: [Cl:2][C:3]1[CH:8]=[CH:7][C:6]([CH2:9][CH2:10][NH2:1])=[CH:5][CH:4]=1. The catalyst class is: 5. (5) Reactant: C(O[BH-](OC(=O)C)OC(=O)C)(=O)C.[Na+].[O:15]1[C:19]2([CH2:24][CH2:23][C:22](=O)[CH2:21][CH2:20]2)[O:18][CH2:17][CH2:16]1.[NH:26]1[CH2:31][CH2:30][O:29][CH2:28][CH2:27]1.CC(O)=O. Product: [O:15]1[C:19]2([CH2:24][CH2:23][CH:22]([N:26]3[CH2:31][CH2:30][O:29][CH2:28][CH2:27]3)[CH2:21][CH2:20]2)[O:18][CH2:17][CH2:16]1. The catalyst class is: 26.